This data is from Reaction yield outcomes from USPTO patents with 853,638 reactions. The task is: Predict the reaction yield, written as a fraction of the theoretical maximum amount of product (1.0 means a 100% yield; for example, 0.34 means a 34% yield). The reactants are [Cl:1][C:2]1[N:7]=[C:6]([C:8]2[S:12][C:11]([CH:13]([CH3:15])[CH3:14])=[N:10][C:9]=2[C:16]2[CH:17]=[C:18]([CH:20]=[CH:21][CH:22]=2)[NH2:19])[CH:5]=[CH:4][N:3]=1.[N:23]1([S:29](Cl)(=[O:31])=[O:30])[CH2:28][CH2:27][O:26][CH2:25][CH2:24]1. The catalyst is N1C=CC=CC=1. The product is [Cl:1][C:2]1[N:7]=[C:6]([C:8]2[S:12][C:11]([CH:13]([CH3:15])[CH3:14])=[N:10][C:9]=2[C:16]2[CH:17]=[C:18]([NH:19][S:29]([N:23]3[CH2:28][CH2:27][O:26][CH2:25][CH2:24]3)(=[O:31])=[O:30])[CH:20]=[CH:21][CH:22]=2)[CH:5]=[CH:4][N:3]=1. The yield is 0.138.